This data is from Catalyst prediction with 721,799 reactions and 888 catalyst types from USPTO. The task is: Predict which catalyst facilitates the given reaction. (1) Reactant: [CH3:1][O:2][C:3]1[C:13]2[CH2:12][C:11](=O)[CH2:10][CH2:9][CH2:8][C:7]=2[CH:6]=[CH:5][CH:4]=1.[CH2:15]([NH2:22])[C:16]1[CH:21]=[CH:20][CH:19]=[CH:18][CH:17]=1.O.C1(C)C=CC(S(O)(=O)=O)=CC=1. Product: [CH2:15]([NH:22][CH:11]1[CH2:10][CH2:9][CH2:8][C:7]2[CH:6]=[CH:5][CH:4]=[C:3]([O:2][CH3:1])[C:13]=2[CH2:12]1)[C:16]1[CH:21]=[CH:20][CH:19]=[CH:18][CH:17]=1. The catalyst class is: 11. (2) Reactant: C[N:2]1[C:7](=[O:8])[CH:6]=[C:5]([N:9]2[CH2:14][CH2:13][O:12][CH2:11][CH2:10]2)[N:4]=[C:3]1[CH2:15][C:16]([O-:18])=O.[Na+].[F:20][C:21]1[CH:29]=[CH:28][CH:27]=[C:26]2[C:22]=1[CH2:23][CH:24]([CH3:30])[NH:25]2.Cl.CN(C)CCCN=C=NCC. Product: [F:20][C:21]1[CH:29]=[CH:28][CH:27]=[C:26]2[C:22]=1[CH2:23][CH:24]([CH3:30])[N:25]2[C:16](=[O:18])[CH2:15][C:3]1[NH:2][C:7](=[O:8])[CH:6]=[C:5]([N:9]2[CH2:10][CH2:11][O:12][CH2:13][CH2:14]2)[N:4]=1. The catalyst class is: 672.